This data is from Reaction yield outcomes from USPTO patents with 853,638 reactions. The task is: Predict the reaction yield, written as a fraction of the theoretical maximum amount of product (1.0 means a 100% yield; for example, 0.34 means a 34% yield). The catalyst is ClCCl.CO. The product is [Br:11][CH2:8][C:7]([C:4]1[CH:5]=[CH:6][C:1]([CH3:10])=[CH:2][CH:3]=1)=[O:9]. The reactants are [C:1]1([CH3:10])[CH:6]=[CH:5][C:4]([C:7](=[O:9])[CH3:8])=[CH:3][CH:2]=1.[Br-:11].[Br-].[Br-].C([N+](CCCC)(CCCC)CCCC)CCC.C([N+](CCCC)(CCCC)CCCC)CCC.C([N+](CCCC)(CCCC)CCCC)CCC. The yield is 0.840.